From a dataset of NCI-60 drug combinations with 297,098 pairs across 59 cell lines. Regression. Given two drug SMILES strings and cell line genomic features, predict the synergy score measuring deviation from expected non-interaction effect. Cell line: RPMI-8226. Synergy scores: CSS=-11.9, Synergy_ZIP=-12.5, Synergy_Bliss=-36.6, Synergy_Loewe=-95.8, Synergy_HSA=-43.4. Drug 1: CN(C)C1=NC(=NC(=N1)N(C)C)N(C)C. Drug 2: C1=NC2=C(N1)C(=S)N=CN2.